Dataset: Forward reaction prediction with 1.9M reactions from USPTO patents (1976-2016). Task: Predict the product of the given reaction. (1) Given the reactants [CH:1]([C:4]1[N:5]=[C:6]([C:9]2[NH:10][C:11]3[C:16]([C:17](=[O:19])[CH:18]=2)=[CH:15][CH:14]=[C:13]([O:20][CH3:21])[C:12]=3[CH3:22])[S:7][CH:8]=1)([CH3:3])[CH3:2].[CH2:23]([N:29]([CH3:42])[C:30]([C@@H:32]1[CH2:36][C@@H:35](O)[CH2:34][C@H:33]1[C:38]([O:40][CH3:41])=[O:39])=[O:31])[CH2:24][CH2:25][CH2:26][CH:27]=[CH2:28].C1(P(C2C=CC=CC=2)C2C=CC=CC=2)C=CC=CC=1.N(C(OC(C)C)=O)=NC(OC(C)C)=O, predict the reaction product. The product is: [CH2:23]([N:29]([CH3:42])[C:30]([C@@H:32]1[CH2:36][C@H:35]([O:19][C:17]2[C:16]3[C:11](=[C:12]([CH3:22])[C:13]([O:20][CH3:21])=[CH:14][CH:15]=3)[N:10]=[C:9]([C:6]3[S:7][CH:8]=[C:4]([CH:1]([CH3:3])[CH3:2])[N:5]=3)[CH:18]=2)[CH2:34][C@H:33]1[C:38]([O:40][CH3:41])=[O:39])=[O:31])[CH2:24][CH2:25][CH2:26][CH:27]=[CH2:28]. (2) Given the reactants OC(C(F)(F)F)=O.OC(C(F)(F)F)=O.[CH3:15][CH:16]1[CH2:21][CH2:20][N:19]([C:22]([C:24]2[CH:32]=[CH:31][C:30]3[N:29]([CH2:33][CH2:34][CH3:35])[C:28]4[CH2:36][CH2:37][NH:38][CH2:39][C:27]=4[C:26]=3[CH:25]=2)=[O:23])[CH2:18][CH2:17]1.[CH:40]1([C:45](Cl)=[O:46])[CH2:44][CH2:43][CH2:42][CH2:41]1, predict the reaction product. The product is: [CH:40]1([C:45]([N:38]2[CH2:37][CH2:36][C:28]3[N:29]([CH2:33][CH2:34][CH3:35])[C:30]4[CH:31]=[CH:32][C:24]([C:22]([N:19]5[CH2:20][CH2:21][CH:16]([CH3:15])[CH2:17][CH2:18]5)=[O:23])=[CH:25][C:26]=4[C:27]=3[CH2:39]2)=[O:46])[CH2:44][CH2:43][CH2:42][CH2:41]1. (3) Given the reactants [NH2:1][N:2]1[N:11]=[C:10]([N:12]2[CH2:17][CH2:16][O:15][CH2:14][CH2:13]2)[C:9]2[C:4](=[CH:5][CH:6]=[CH:7][CH:8]=2)[C:3]1=[O:18].[CH3:19][C:20]1[CH:25]=[C:24]([CH3:26])[CH:23]=[C:22]([CH3:27])[C:21]=1[CH2:28][C:29](O)=[O:30], predict the reaction product. The product is: [N:12]1([C:10]2[C:9]3[C:4](=[CH:5][CH:6]=[CH:7][CH:8]=3)[C:3](=[O:18])[N:2]([NH:1][C:29](=[O:30])[CH2:28][C:21]3[C:20]([CH3:19])=[CH:25][C:24]([CH3:26])=[CH:23][C:22]=3[CH3:27])[N:11]=2)[CH2:17][CH2:16][O:15][CH2:14][CH2:13]1.